Dataset: Full USPTO retrosynthesis dataset with 1.9M reactions from patents (1976-2016). Task: Predict the reactants needed to synthesize the given product. (1) The reactants are: [F:1][C:2]1[CH:7]=[C:6]([F:8])[CH:5]=[CH:4][C:3]=1[CH:9]1[CH:14]([C:15]([OH:17])=O)[CH2:13][CH2:12][NH:11][CH2:10]1.C(N(CC)CC)C.[C:25](Cl)(=[O:30])[C:26]([CH3:29])([CH3:28])[CH3:27].[Cl-].[Li+].[CH2:34]([C@H:41]1[CH2:45][O:44][C:43](=[O:46])[NH:42]1)[C:35]1[CH:40]=[CH:39][CH:38]=[CH:37][CH:36]=1.C(O)(=O)[CH2:48][C:49]([CH2:54]C(O)=O)([C:51]([OH:53])=[O:52])[OH:50]. Given the product [C:26]([O:53][C:51]([N:11]1[CH2:12][CH2:13][C@H:14]([C:15]([N:42]2[C@@H:41]([CH2:34][C:35]3[CH:36]=[CH:37][CH:38]=[CH:39][CH:40]=3)[CH2:45][O:44][C:43]2=[O:46])=[O:17])[C@@H:9]([C:3]2[CH:4]=[CH:5][C:6]([F:8])=[CH:7][C:2]=2[F:1])[CH2:10]1)=[O:52])([CH3:27])([CH3:28])[CH3:29].[C:49]([O:50][C:25]([N:11]1[CH2:12][CH2:13][C@@H:14]([C:15]([N:42]2[C@@H:41]([CH2:34][C:35]3[CH:36]=[CH:37][CH:38]=[CH:39][CH:40]=3)[CH2:45][O:44][C:43]2=[O:46])=[O:17])[C@H:9]([C:3]2[CH:4]=[CH:5][C:6]([F:8])=[CH:7][C:2]=2[F:1])[CH2:10]1)=[O:30])([CH3:48])([CH3:51])[CH3:54], predict the reactants needed to synthesize it. (2) Given the product [F:21][C:4]1[CH:3]=[C:2]([C:28]2[CH:29]=[CH:30][C:25]([S:23]([CH3:22])=[O:24])=[CH:26][CH:27]=2)[CH:7]=[CH:6][C:5]=1[C:8]([N:10]1[CH2:14][CH2:13][CH2:12][C@H:11]1[CH2:15][N:16]1[CH2:20][CH2:19][CH2:18][CH2:17]1)=[O:9], predict the reactants needed to synthesize it. The reactants are: Br[C:2]1[CH:7]=[CH:6][C:5]([C:8]([N:10]2[CH2:14][CH2:13][CH2:12][C@H:11]2[CH2:15][N:16]2[CH2:20][CH2:19][CH2:18][CH2:17]2)=[O:9])=[C:4]([F:21])[CH:3]=1.[CH3:22][S:23]([C:25]1[CH:30]=[CH:29][C:28](B(O)O)=[CH:27][CH:26]=1)=[O:24].